This data is from Catalyst prediction with 721,799 reactions and 888 catalyst types from USPTO. The task is: Predict which catalyst facilitates the given reaction. (1) Reactant: [F:1][C:2]1[CH:3]=[C:4]([CH:8]=[C:9]([O:11][CH:12]2[CH2:17][CH2:16][CH2:15][CH2:14][CH2:13]2)[CH:10]=1)[C:5]([OH:7])=O.[NH2:18][C:19]1[C:28]2[C:23](=[CH:24][CH:25]=[CH:26][CH:27]=2)[C:22]([O:29][CH2:30][CH2:31][N:32]2[CH2:37][CH2:36][O:35][CH2:34][CH2:33]2)=[CH:21][CH:20]=1.CN(C(ON1N=NC2C=CC=CC1=2)=[N+](C)C)C.F[P-](F)(F)(F)(F)F.CCN(C(C)C)C(C)C. Product: [CH:12]1([O:11][C:9]2[CH:8]=[C:4]([CH:3]=[C:2]([F:1])[CH:10]=2)[C:5]([NH:18][C:19]2[C:28]3[C:23](=[CH:24][CH:25]=[CH:26][CH:27]=3)[C:22]([O:29][CH2:30][CH2:31][N:32]3[CH2:33][CH2:34][O:35][CH2:36][CH2:37]3)=[CH:21][CH:20]=2)=[O:7])[CH2:17][CH2:16][CH2:15][CH2:14][CH2:13]1. The catalyst class is: 59. (2) Reactant: C[O:2][C:3](=[O:19])[C:4]1[CH:9]=[C:8]([CH2:10][C:11](=[O:13])[CH3:12])[N:7]=[C:6]([NH:14][C@H:15]([CH2:17][CH3:18])[CH3:16])[CH:5]=1.[OH-].[Li+].Cl. Product: [C@@H:15]([NH:14][C:6]1[CH:5]=[C:4]([CH:9]=[C:8]([CH2:10][C:11](=[O:13])[CH3:12])[N:7]=1)[C:3]([OH:19])=[O:2])([CH2:17][CH3:18])[CH3:16]. The catalyst class is: 1. (3) Reactant: [Cl:1][C:2]1[C:11]2[N:10]=[C:9]([O:12][CH3:13])[C:8](=[O:14])[N:7]([CH3:15])[C:6]=2[N:5]=[CH:4][N:3]=1.Cl[C:17]1N=CN=C(NC2CC2)[C:18]=1N. Product: [Cl:1][C:2]1[C:11]2[N:10]=[C:9]([O:12][CH3:13])[C:8](=[O:14])[N:7]([CH:15]3[CH2:18][CH2:17]3)[C:6]=2[N:5]=[CH:4][N:3]=1. The catalyst class is: 10. (4) Reactant: [Cl:1][C:2]1[C:3]([N:8]2[C:12]([C:13](Cl)=[O:14])=[CH:11][C:10]([C:16]([F:19])([F:18])[F:17])=[N:9]2)=[N:4][CH:5]=[CH:6][CH:7]=1.[NH2:20][C:21]1[C:29]([Cl:30])=[N:28][C:27]([Cl:31])=[CH:26][C:22]=1[C:23](O)=[O:24].C(N(CC)CC)C.CS(Cl)(=O)=O. Product: [Cl:31][C:27]1[N:28]=[C:29]([Cl:30])[C:21]2[N:20]=[C:13]([C:12]3[N:8]([C:3]4[C:2]([Cl:1])=[CH:7][CH:6]=[CH:5][N:4]=4)[N:9]=[C:10]([C:16]([F:19])([F:18])[F:17])[CH:11]=3)[O:14][C:23](=[O:24])[C:22]=2[CH:26]=1. The catalyst class is: 10. (5) Reactant: [Cl:1][C:2]1[CH:11]=[C:10]2[C:5]([C:6]([N:12]3[CH2:17][CH2:16][NH:15][CH:14]([CH2:18][CH2:19][OH:20])[CH2:13]3)=[N:7][CH:8]=[N:9]2)=[CH:4][C:3]=1[C:21]1[CH:26]=[CH:25][C:24]([Cl:27])=[CH:23][CH:22]=1.[C:28](O)(=[O:31])[CH:29]=[CH2:30].F[P-](F)(F)(F)(F)F.N1(O[P+](N(C)C)(N(C)C)N(C)C)C2C=CC=CC=2N=N1.CCN(C(C)C)C(C)C. Product: [Cl:1][C:2]1[CH:11]=[C:10]2[C:5]([C:6]([N:12]3[CH2:17][CH2:16][N:15]([C:28](=[O:31])[CH:29]=[CH2:30])[CH:14]([CH2:18][CH2:19][OH:20])[CH2:13]3)=[N:7][CH:8]=[N:9]2)=[CH:4][C:3]=1[C:21]1[CH:26]=[CH:25][C:24]([Cl:27])=[CH:23][CH:22]=1. The catalyst class is: 3. (6) Reactant: [Cl:1][C:2]1[CH:3]=[C:4]([CH:9]2[C:18]3[C:13](=[CH:14][CH:15]=[CH:16][CH:17]=3)[C:12](=[N:19][CH3:20])[CH2:11][CH2:10]2)[CH:5]=[CH:6][C:7]=1[Cl:8].ClC1C=CC=CC=1C.[H][H]. Product: [CH3:20][NH:19][C@@H:12]1[C:13]2[CH:14]=[CH:15][CH:16]=[CH:17][C:18]=2[C@H:9]([C:4]2[CH:5]=[CH:6][C:7]([Cl:8])=[C:2]([Cl:1])[CH:3]=2)[CH2:10][CH2:11]1. The catalyst class is: 227.